Dataset: Forward reaction prediction with 1.9M reactions from USPTO patents (1976-2016). Task: Predict the product of the given reaction. (1) Given the reactants [Na].[SH:2][CH2:3][CH2:4][OH:5].[F:6][C:7]([F:18])([F:17])[C:8]([F:16])([C:12]([F:15])([F:14])[F:13])[CH2:9][CH2:10]I.Cl, predict the reaction product. The product is: [F:16][C:8]([C:12]([F:13])([F:14])[F:15])([C:7]([F:6])([F:18])[F:17])[CH2:9][CH2:10][S:2][CH2:3][CH2:4][OH:5]. (2) The product is: [CH3:1][O:2][C:3]1[CH:4]=[CH:5][C:6]([NH:11][C:12]2[C:13]3[N:14]([CH:27]=[CH:28][N:29]=3)[N:15]=[C:16]([C:18]3[CH:19]=[CH:20][C:21]([C:22]([NH:38][CH2:37][CH2:36][C:33]4[CH:34]=[CH:35][N:30]=[CH:31][CH:32]=4)=[O:24])=[CH:25][CH:26]=3)[CH:17]=2)=[N:7][C:8]=1[O:9][CH3:10]. Given the reactants [CH3:1][O:2][C:3]1[CH:4]=[CH:5][C:6]([NH:11][C:12]2[C:13]3[N:14]([CH:27]=[CH:28][N:29]=3)[N:15]=[C:16]([C:18]3[CH:26]=[CH:25][C:21]([C:22]([OH:24])=O)=[CH:20][CH:19]=3)[CH:17]=2)=[N:7][C:8]=1[O:9][CH3:10].[N:30]1[CH:35]=[CH:34][C:33]([CH2:36][CH2:37][NH2:38])=[CH:32][CH:31]=1.CN(C(ON1N=NC2C=CC=NC1=2)=[N+](C)C)C.F[P-](F)(F)(F)(F)F.CCN(C(C)C)C(C)C.CCN=C=NCCCN(C)C, predict the reaction product. (3) Given the reactants [NH2:1][C@H:2]([C:6]([OH:8])=[O:7])[CH:3]([CH3:5])[CH3:4].[OH-].[K+:10].O=[C:12]([CH3:19])[CH2:13][C:14]([O:16][CH2:17][CH3:18])=[O:15].O, predict the reaction product. The product is: [K+:10].[CH2:17]([O:16][C:14](=[O:15])[CH:13]=[C:12]([NH:1][C@H:2]([C:6]([O-:8])=[O:7])[CH:3]([CH3:5])[CH3:4])[CH3:19])[CH3:18]. (4) Given the reactants N1C=CC=CC=1.[C:7]([C:9]1[CH:10]=[C:11]2[C:15](=[CH:16][CH:17]=1)[NH:14][C:13](=[O:18])[C:12]2(O)[C:19]1[C:20]([O:25][CH2:26][CH3:27])=[N:21][CH:22]=[CH:23][CH:24]=1)#[N:8].S(Cl)([Cl:31])=O.ClCCl.CO, predict the reaction product. The product is: [Cl:31][C:12]1([C:19]2[C:20]([O:25][CH2:26][CH3:27])=[N:21][CH:22]=[CH:23][CH:24]=2)[C:11]2[C:15](=[CH:16][CH:17]=[C:9]([C:7]#[N:8])[CH:10]=2)[NH:14][C:13]1=[O:18].